This data is from Forward reaction prediction with 1.9M reactions from USPTO patents (1976-2016). The task is: Predict the product of the given reaction. (1) Given the reactants [Cl:1][C:2]1[CH:3]=[C:4]([CH:16]=[C:17]([Cl:20])[C:18]=1[Cl:19])[CH2:5][N:6]1[CH:10]=[C:9]([C:11](OCC)=[O:12])[N:8]=[N:7]1.[NH2:21][NH2:22], predict the reaction product. The product is: [Cl:1][C:2]1[CH:3]=[C:4]([CH:16]=[C:17]([Cl:20])[C:18]=1[Cl:19])[CH2:5][N:6]1[CH:10]=[C:9]([C:11]([NH:21][NH2:22])=[O:12])[N:8]=[N:7]1. (2) Given the reactants [CH2:1]=[C:2]1[C:7](=[O:8])[CH:6]2[CH2:9][CH2:10][N:3]1[CH2:4][CH2:5]2.O.C([N:14]([CH2:17][CH3:18])[CH2:15][CH3:16])C, predict the reaction product. The product is: [N:14]1([CH2:1][CH:2]2[C:7](=[O:8])[CH:6]3[CH2:9][CH2:10][N:3]2[CH2:4][CH2:5]3)[C:15]2[C:16](=[CH:1][CH:2]=[CH:7][CH:6]=2)[CH2:18][CH2:17]1. (3) Given the reactants [F:1][C:2]1[CH:7]=[C:6]([S:8][C:9]([F:12])([F:11])[F:10])[CH:5]=[CH:4][C:3]=1[N:13]([CH3:17])[C:14](Cl)=[O:15].[CH2:18]([NH2:20])[CH3:19], predict the reaction product. The product is: [CH2:18]([NH:20][C:14](=[O:15])[N:13]([C:3]1[CH:4]=[CH:5][C:6]([S:8][C:9]([F:12])([F:11])[F:10])=[CH:7][C:2]=1[F:1])[CH3:17])[CH3:19]. (4) Given the reactants Br[C:2]1[CH:3]=[C:4]([S:8]([NH:11][C:12]2[CH:21]=[CH:20][C:15]([C:16]([O:18][CH3:19])=[O:17])=[C:14]([OH:22])[CH:13]=2)(=[O:10])=[O:9])[S:5][C:6]=1[Cl:7].[CH2:23]1[O:31][C:30]2[CH:29]=[CH:28][C:27](B(O)O)=[CH:26][C:25]=2[O:24]1, predict the reaction product. The product is: [O:24]1[C:25]2[CH:26]=[CH:27][C:28]([C:2]3[CH:3]=[C:4]([S:8]([NH:11][C:12]4[CH:21]=[CH:20][C:15]([C:16]([O:18][CH3:19])=[O:17])=[C:14]([OH:22])[CH:13]=4)(=[O:10])=[O:9])[S:5][C:6]=3[Cl:7])=[CH:29][C:30]=2[O:31][CH2:23]1. (5) Given the reactants [Cl:1][C:2]1[CH:3]=[C:4]2[CH:10]=[C:9]([C:11]([O:13][CH3:14])=[O:12])[NH:8][C:5]2=[N:6][CH:7]=1.[C:15](=O)([O-])[O-].[K+].[K+].IC, predict the reaction product. The product is: [Cl:1][C:2]1[CH:3]=[C:4]2[CH:10]=[C:9]([C:11]([O:13][CH3:14])=[O:12])[N:8]([CH3:15])[C:5]2=[N:6][CH:7]=1. (6) Given the reactants [OH:1][C:2]1[CH:7]=[CH:6][C:5]([C:8]2[CH:13]=[CH:12][C:11]([F:14])=[C:10]([CH3:15])[CH:9]=2)=[CH:4][CH:3]=1.[P:16](Cl)(Cl)(Cl)=[O:17].Cl.[CH:22]([O:25][C:26](=[O:30])[C@H:27]([CH3:29])[NH2:28])([CH3:24])[CH3:23].FC1C(O)=C(F)C(F)=C(F)C=1F.[F:43][C@:44]1([CH3:60])[C@H:48]([OH:49])[C@@H:47]([CH2:50][OH:51])[O:46][C@H:45]1[N:52]1[CH:59]=[CH:58][C:56](=[O:57])[NH:55][C:53]1=[O:54], predict the reaction product. The product is: [CH:22]([O:25][C:26](=[O:30])[C@@H:27]([NH:28][P:16]([O:1][C:2]1[CH:3]=[CH:4][C:5]([C:8]2[CH:13]=[CH:12][C:11]([F:14])=[C:10]([CH3:15])[CH:9]=2)=[CH:6][CH:7]=1)([O:51][CH2:50][C@@H:47]1[C@@H:48]([OH:49])[C@:44]([F:43])([CH3:60])[C@H:45]([N:52]2[CH:59]=[CH:58][C:56](=[O:57])[NH:55][C:53]2=[O:54])[O:46]1)=[O:17])[CH3:29])([CH3:24])[CH3:23]. (7) Given the reactants C(OC(=O)[NH:7][C:8]1[CH:13]=[C:12]([N:14]([CH3:16])[CH3:15])[C:11]([C:17]([F:20])([F:19])[F:18])=[CH:10][C:9]=1[NH:21][C:22](=[O:38])[CH2:23][C:24](=O)[C:25]1[CH:30]=[CH:29][CH:28]=[C:27]([C:31]2[CH:36]=[CH:35][CH:34]=[CH:33][N:32]=2)[CH:26]=1)(C)(C)C.C(O)(C(F)(F)F)=O, predict the reaction product. The product is: [CH3:16][N:14]([CH3:15])[C:12]1[C:11]([C:17]([F:18])([F:20])[F:19])=[CH:10][C:9]2[NH:21][C:22](=[O:38])[CH2:23][C:24]([C:25]3[CH:30]=[CH:29][CH:28]=[C:27]([C:31]4[CH:36]=[CH:35][CH:34]=[CH:33][N:32]=4)[CH:26]=3)=[N:7][C:8]=2[CH:13]=1. (8) Given the reactants C([N:8](CC1C=CC=CC=1)[C:9]1([CH2:14][NH:15][C:16]2[C:25]3[C:20](=[CH:21][CH:22]=[C:23](C)[CH:24]=3)[N:19]=[C:18]([N:27]3[CH2:33][C:32]4[CH:34]=[CH:35][CH:36]=[CH:37][C:31]=4[S:30](=[O:39])(=[O:38])[CH2:29][CH2:28]3)[CH:17]=2)[CH2:13]CO[CH2:10]1)C1C=CC=CC=1.CC(N)(C)CN, predict the reaction product. The product is: [O:39]=[S:30]1(=[O:38])[C:31]2[CH:37]=[CH:36][CH:35]=[CH:34][C:32]=2[CH2:33][N:27]([C:18]2[CH:17]=[C:16]([NH:15][CH2:14][C:9]([CH3:10])([NH2:8])[CH3:13])[C:25]3[C:20](=[CH:21][CH:22]=[CH:23][CH:24]=3)[N:19]=2)[CH2:28][CH2:29]1. (9) Given the reactants [NH2:1][C:2]1[N:7]=[CH:6][N:5]=[C:4]2[N:8]([C@@H:18]3[CH2:22][CH2:21][N:20]([C:23](OC(C)(C)C)=[O:24])[CH2:19]3)[N:9]=[C:10]([C:11]3[CH:16]=[CH:15][C:14]([NH2:17])=[CH:13][CH:12]=3)[C:3]=12.[F:30][C:31]([F:42])([F:41])[C:32]1[CH:33]=[C:34]([N:38]=[C:39]=[O:40])[CH:35]=[CH:36][CH:37]=1.C(O)=O.Cl, predict the reaction product. The product is: [NH2:1][C:2]1[N:7]=[CH:6][N:5]=[C:4]2[N:8]([C@@H:18]3[CH2:22][CH2:21][N:20]([C:23]([NH:38][C:34]4[CH:35]=[CH:36][CH:37]=[C:32]([C:31]([F:30])([F:41])[F:42])[CH:33]=4)=[O:24])[CH2:19]3)[N:9]=[C:10]([C:11]3[CH:16]=[CH:15][C:14]([NH:17][C:39]([NH:38][C:34]4[CH:35]=[CH:36][CH:37]=[C:32]([C:31]([F:41])([F:42])[F:30])[CH:33]=4)=[O:40])=[CH:13][CH:12]=3)[C:3]=12. (10) Given the reactants Cl[C:2]1[N:7]=[CH:6][C:5]([CH2:8][N:9]2[CH:14]=[C:13]3[N:15]=[C:16]([C:18]4[CH:23]=[CH:22][CH:21]=[C:20]([F:24])[C:19]=4[F:25])[N:17]=[C:12]3[CH:11]=[N:10]2)=[CH:4][CH:3]=1.[CH2:26]([O:29][C:30]1[CH:35]=[CH:34][C:33](B(O)O)=[C:32]([C:39]([F:42])([F:41])[F:40])[CH:31]=1)[CH2:27][CH3:28], predict the reaction product. The product is: [F:25][C:19]1[C:20]([F:24])=[CH:21][CH:22]=[CH:23][C:18]=1[C:16]1[N:17]=[C:12]2[CH:11]=[N:10][N:9]([CH2:8][C:5]3[CH:6]=[N:7][C:2]([C:33]4[CH:34]=[CH:35][C:30]([O:29][CH2:26][CH2:27][CH3:28])=[CH:31][C:32]=4[C:39]([F:40])([F:41])[F:42])=[CH:3][CH:4]=3)[CH:14]=[C:13]2[N:15]=1.